This data is from Forward reaction prediction with 1.9M reactions from USPTO patents (1976-2016). The task is: Predict the product of the given reaction. (1) Given the reactants [CH3:1][N:2]1[C:6]([C:7]2[CH:8]=[C:9]([C@@H:13]([NH:17][C:18](=[O:24])[O:19][C:20]([CH3:23])([CH3:22])[CH3:21])[CH2:14][CH:15]=[CH2:16])[CH:10]=[CH:11][CH:12]=2)=[C:5]([N+:25]([O-])=O)[CH:4]=[N:3]1.O.[NH4+].[Cl-], predict the reaction product. The product is: [NH2:25][C:5]1[CH:4]=[N:3][N:2]([CH3:1])[C:6]=1[C:7]1[CH:8]=[C:9]([C@@H:13]([NH:17][C:18](=[O:24])[O:19][C:20]([CH3:22])([CH3:21])[CH3:23])[CH2:14][CH:15]=[CH2:16])[CH:10]=[CH:11][CH:12]=1. (2) Given the reactants [Cl:1][C:2]1[CH:10]=[CH:9][CH:8]=[C:7]2[C:3]=1[C:4]([C:15]([OH:17])=O)=[CH:5][N:6]2[CH:11]1[CH2:14][O:13][CH2:12]1.C1C=CC2N(O)N=NC=2C=1.CCN(C(C)C)C(C)C.CCN=C=NCCCN(C)C.[NH2:48][CH2:49][C@:50]1([OH:57])[CH2:55][CH2:54][CH2:53][C@H:52]([CH3:56])[CH2:51]1, predict the reaction product. The product is: [Cl:1][C:2]1[CH:10]=[CH:9][CH:8]=[C:7]2[C:3]=1[C:4]([C:15]([NH:48][CH2:49][C@:50]1([OH:57])[CH2:55][CH2:54][CH2:53][C@H:52]([CH3:56])[CH2:51]1)=[O:17])=[CH:5][N:6]2[CH:11]1[CH2:12][O:13][CH2:14]1. (3) Given the reactants [CH3:1][O:2][C:3]1[CH:22]=[CH:21][C:6]([CH2:7][C@@H:8]2[C:12]3=[N:13][C:14]4[CH:19]=[CH:18][CH:17]=[CH:16][C:15]=4[N:11]3[C:10](=[O:20])[NH:9]2)=[CH:5][CH:4]=1.[F:23][C:24]([F:36])([F:35])[O:25][C:26]1[CH:31]=[CH:30][C:29]([CH:32]([NH2:34])[CH3:33])=[CH:28][CH:27]=1.C(O)(C(F)(F)F)=O, predict the reaction product. The product is: [NH:11]1[C:15]2[CH:16]=[CH:17][CH:18]=[CH:19][C:14]=2[N:13]=[C:12]1[C@H:8]([NH:9][C:10]([NH:34][CH:32]([C:29]1[CH:28]=[CH:27][C:26]([O:25][C:24]([F:23])([F:35])[F:36])=[CH:31][CH:30]=1)[CH3:33])=[O:20])[CH2:7][C:6]1[CH:5]=[CH:4][C:3]([O:2][CH3:1])=[CH:22][CH:21]=1. (4) Given the reactants [Cl:1][C:2]1[CH:15]=[CH:14][C:5]([CH2:6][N:7]2[CH2:12][CH2:11][CH:10]([NH2:13])[CH2:9][CH2:8]2)=[CH:4][C:3]=1[O:16][CH2:17][CH3:18].[CH3:19][O:20][C:21]1[CH:22]=[C:23]([CH:27]=[C:28]([O:30][CH3:31])[CH:29]=1)[C:24](Cl)=[O:25], predict the reaction product. The product is: [Cl:1][C:2]1[CH:15]=[CH:14][C:5]([CH2:6][N:7]2[CH2:12][CH2:11][CH:10]([NH:13][C:24](=[O:25])[C:23]3[CH:27]=[C:28]([O:30][CH3:31])[CH:29]=[C:21]([O:20][CH3:19])[CH:22]=3)[CH2:9][CH2:8]2)=[CH:4][C:3]=1[O:16][CH2:17][CH3:18]. (5) Given the reactants [CH2:1]([O:8][C:9]1[C:10](=[O:18])[CH:11]=[C:12]([C:15]([OH:17])=[O:16])O[CH:14]=1)[C:2]1[CH:7]=[CH:6][CH:5]=[CH:4][CH:3]=1.[OH-].[Na+].Cl.[F:22][C:23]([F:27])([F:26])[CH2:24][NH2:25], predict the reaction product. The product is: [CH2:1]([O:8][C:9]1[C:10](=[O:18])[CH:11]=[C:12]([C:15]([OH:17])=[O:16])[N:25]([CH2:24][C:23]([F:27])([F:26])[F:22])[CH:14]=1)[C:2]1[CH:3]=[CH:4][CH:5]=[CH:6][CH:7]=1. (6) The product is: [F:15][C:16]1[CH:21]=[CH:20][C:19]([N+:22]([O-:24])=[O:23])=[CH:18][C:17]=1[O:25][CH2:7][CH2:6][O:5][CH3:3]. Given the reactants N([C:3]([O:5][CH:6](C)[CH3:7])=O)=N[C:3]([O:5][CH:6](C)[CH3:7])=O.[F:15][C:16]1[CH:21]=[CH:20][C:19]([N+:22]([O-:24])=[O:23])=[CH:18][C:17]=1[OH:25].C1(P(C2C=CC=CC=2)C2C=CC=CC=2)C=CC=CC=1.COCCO, predict the reaction product. (7) Given the reactants I[C:2]1[CH:12]=[CH:11][C:5]([C:6]([O:8][CH2:9][CH3:10])=[O:7])=[CH:4][CH:3]=1.[CH:13](=O)[CH:14]([CH3:16])[CH3:15].[O:18]1CCC[CH2:19]1, predict the reaction product. The product is: [CH2:9]([O:8][C:6](=[O:7])[C:5]1[CH:11]=[CH:12][C:2]([CH:19]([OH:18])[CH2:13][CH:14]([CH3:16])[CH3:15])=[CH:3][CH:4]=1)[CH3:10]. (8) Given the reactants [N+:1]([C:4]1[CH:5]=[C:6]2[C:10](=[C:11]3C=CC=C[C:12]=13)[NH:9][N:8]=[CH:7]2)([O-:3])=[O:2].[F:17][C:18]1[CH:19]=[C:20]([CH:23]=[CH:24][CH:25]=1)[CH2:21]Br.C(=O)([O-])[O-].[K+].[K+], predict the reaction product. The product is: [F:17][C:18]1[CH:19]=[C:20]([CH:23]=[CH:24][CH:25]=1)[CH2:21][N:9]1[C:10]2[C:6](=[CH:5][C:4]([N+:1]([O-:3])=[O:2])=[CH:12][CH:11]=2)[CH:7]=[N:8]1. (9) Given the reactants [Br:1][C:2]1[CH:3]=[C:4]([C:8]([NH2:10])=[O:9])[CH:5]=[N:6][CH:7]=1.Br[C:12]1[CH:13]=[CH:14][C:15]([C:18]2([C:28]#[N:29])[CH2:27][CH2:26][C:21]3([O:25][CH2:24][CH2:23][O:22]3)[CH2:20][CH2:19]2)=[N:16][CH:17]=1.CN(CC)C.C(=O)([O-])[O-].[K+].[K+], predict the reaction product. The product is: [Br:1][C:2]1[CH:7]=[N:6][CH:5]=[C:4]([CH:3]=1)[C:8]([NH:10][C:12]1[CH:17]=[N:16][C:15]([C:18]2([C:28]#[N:29])[CH2:27][CH2:26][C:21]3([O:22][CH2:23][CH2:24][O:25]3)[CH2:20][CH2:19]2)=[CH:14][CH:13]=1)=[O:9].